From a dataset of Forward reaction prediction with 1.9M reactions from USPTO patents (1976-2016). Predict the product of the given reaction. (1) Given the reactants [Cl:1][C:2]1[CH:7]=[CH:6][C:5]([N+:8]([O-])=O)=[C:4]([O:11][CH:12]([CH3:14])[CH3:13])[CH:3]=1.O, predict the reaction product. The product is: [Cl:1][C:2]1[CH:7]=[CH:6][C:5]([NH2:8])=[C:4]([O:11][CH:12]([CH3:14])[CH3:13])[CH:3]=1. (2) The product is: [NH2:22][C@@:5]1([C:17]([F:21])([F:20])[CH2:18][OH:19])[C:4]2[C:14](=[CH:15][CH:16]=[C:2]([Br:1])[CH:3]=2)[O:13][C@:7]2([CH2:12][CH2:11][CH2:10][O:9][CH2:8]2)[CH2:6]1. Given the reactants [Br:1][C:2]1[CH:3]=[C:4]2[C:14](=[CH:15][CH:16]=1)[O:13][C:7]1([CH2:12][CH2:11][CH2:10][O:9][CH2:8]1)[CH2:6][C@:5]2([NH:22][S@@](C(C)(C)C)=O)[C:17]([F:21])([F:20])[CH2:18][OH:19], predict the reaction product. (3) The product is: [CH:1]1([CH2:4][CH2:5][NH:6][C:7]([C:9]2[N:10]=[N:11][C:12]([N:15]3[CH2:20][CH2:19][N:18]([CH2:25][C:24]4[CH:27]=[CH:28][CH:29]=[CH:30][C:23]=4[C:22]([F:21])([F:31])[F:32])[CH2:17][CH2:16]3)=[CH:13][CH:14]=2)=[O:8])[CH2:3][CH2:2]1. Given the reactants [CH:1]1([CH2:4][CH2:5][NH:6][C:7]([C:9]2[N:10]=[N:11][C:12]([N:15]3[CH2:20][CH2:19][NH:18][CH2:17][CH2:16]3)=[CH:13][CH:14]=2)=[O:8])[CH2:3][CH2:2]1.[F:21][C:22]([F:32])([F:31])[C:23]1[CH:30]=[CH:29][CH:28]=[CH:27][C:24]=1[CH2:25]Cl, predict the reaction product.